This data is from Full USPTO retrosynthesis dataset with 1.9M reactions from patents (1976-2016). The task is: Predict the reactants needed to synthesize the given product. (1) Given the product [CH2:1]([O:8][C:9]([NH:11][C:12]1[C:13]([C:29]([NH:32][C:33]2[CH:34]=[N:35][CH:36]=[CH:37][C:38]=2[N:39]2[CH2:44][C@H:43]([CH3:45])[C@H:42]([NH:46][C:47](=[O:50])[O:48][CH3:49])[C@H:41]([NH:51][C:52](=[O:58])[O:53][C:54]([CH3:57])([CH3:56])[CH3:55])[CH2:40]2)=[O:30])=[N:14][C:15]2[C:20]([CH:21]=1)=[CH:19][CH:18]=[C:17]([N:22]1[CH2:27][CH2:26][N:25]([CH3:28])[CH2:24][CH2:23]1)[CH:16]=2)=[O:10])[C:2]1[CH:7]=[CH:6][CH:5]=[CH:4][CH:3]=1, predict the reactants needed to synthesize it. The reactants are: [CH2:1]([O:8][C:9]([NH:11][C:12]1[C:13]([C:29](O)=[O:30])=[N:14][C:15]2[C:20]([CH:21]=1)=[CH:19][CH:18]=[C:17]([N:22]1[CH2:27][CH2:26][N:25]([CH3:28])[CH2:24][CH2:23]1)[CH:16]=2)=[O:10])[C:2]1[CH:7]=[CH:6][CH:5]=[CH:4][CH:3]=1.[NH2:32][C:33]1[CH:34]=[N:35][CH:36]=[CH:37][C:38]=1[N:39]1[CH2:44][C@H:43]([CH3:45])[C@H:42]([NH:46][C:47](=[O:50])[O:48][CH3:49])[C@H:41]([NH:51][C:52](=[O:58])[O:53][C:54]([CH3:57])([CH3:56])[CH3:55])[CH2:40]1.CN(C(ON1N=NC2C=CC=NC1=2)=[N+](C)C)C.F[P-](F)(F)(F)(F)F.CCN(C(C)C)C(C)C. (2) Given the product [NH2:39][C@:40]12[CH2:48][N:47]([C:11]3[C:10]([C:8]#[N:9])=[C:19]4[C:14]([C:15](=[O:29])[C:16]([C:24]([OH:26])=[O:25])=[CH:17][N:18]4[C@@H:20]4[CH2:22][C@@H:21]4[F:23])=[CH:13][C:12]=3[F:30])[CH2:46][C@@H:45]1[CH2:44][O:43][CH2:42][CH2:41]2, predict the reactants needed to synthesize it. The reactants are: C(N(CC)CC)C.[C:8]([C:10]1[C:11](F)=[C:12]([F:30])[CH:13]=[C:14]2[C:19]=1[N:18]([C@@H:20]1[CH2:22][C@@H:21]1[F:23])[CH:17]=[C:16]([C:24]([O:26]CC)=[O:25])[C:15]2=[O:29])#[N:9].C(OC([NH:39][C@:40]12[CH2:48][NH:47][CH2:46][C@@H:45]1[CH2:44][O:43][CH2:42][CH2:41]2)=O)(C)(C)C.